Dataset: Reaction yield outcomes from USPTO patents with 853,638 reactions. Task: Predict the reaction yield, written as a fraction of the theoretical maximum amount of product (1.0 means a 100% yield; for example, 0.34 means a 34% yield). The reactants are [C:1]([O:5][CH3:6])(=[O:4])[CH:2]=[CH2:3].[NH:7]([CH2:11][CH2:12][OH:13])[CH2:8][CH2:9][OH:10]. No catalyst specified. The product is [OH:10][CH2:9][CH2:8][N:7]([CH2:3][CH2:2][C:1]([O:5][CH3:6])=[O:4])[CH2:11][CH2:12][OH:13]. The yield is 0.980.